This data is from Peptide-MHC class I binding affinity with 185,985 pairs from IEDB/IMGT. The task is: Regression. Given a peptide amino acid sequence and an MHC pseudo amino acid sequence, predict their binding affinity value. This is MHC class I binding data. (1) The peptide sequence is PELGAFFAI. The MHC is HLA-A02:03 with pseudo-sequence HLA-A02:03. The binding affinity (normalized) is 0.0847. (2) The peptide sequence is SISARALKA. The MHC is HLA-A02:01 with pseudo-sequence HLA-A02:01. The binding affinity (normalized) is 0.0538. (3) The peptide sequence is RPRCAYLPF. The MHC is HLA-A30:01 with pseudo-sequence HLA-A30:01. The binding affinity (normalized) is 0.355. (4) The peptide sequence is ILLARLFLY. The MHC is HLA-A30:02 with pseudo-sequence HLA-A30:02. The binding affinity (normalized) is 0.580.